This data is from Full USPTO retrosynthesis dataset with 1.9M reactions from patents (1976-2016). The task is: Predict the reactants needed to synthesize the given product. Given the product [OH:9][C:7]1[C:6]([F:5])=[C:12]([OH:14])[N:21]=[C:18]([CH3:19])[N:20]=1, predict the reactants needed to synthesize it. The reactants are: [Na].CCO.[F:5][CH:6]([C:12]([O:14]CC)=O)[C:7]([O:9]CC)=O.Cl.[C:18]([NH2:21])(=[NH:20])[CH3:19].